Task: Regression/Classification. Given a drug SMILES string, predict its toxicity properties. Task type varies by dataset: regression for continuous values (e.g., LD50, hERG inhibition percentage) or binary classification for toxic/non-toxic outcomes (e.g., AMES mutagenicity, cardiotoxicity, hepatotoxicity). Dataset: herg_karim.. Dataset: hERG potassium channel inhibition data for cardiac toxicity prediction from Karim et al. (1) The compound is Fc1ccc(Cn2cc(NCCN3CCC(F)(F)CC3)nn2)cc1. The result is 0 (non-blocker). (2) The drug is N#Cc1ccc(OCCCN2CC3CN(CCNS(=O)(=O)c4ccc(F)cc4)CC(C2)O3)cc1. The result is 0 (non-blocker). (3) The compound is C(CN1CCCCCC1)=C1CCCc2c1cnn2-c1ccccc1. The result is 1 (blocker). (4) The molecule is Cc1cc(CN2C[C@H](N)[C@H](C(=O)C3CCC[C@H]3C#N)C2)cc(C)c1C#N. The result is 0 (non-blocker). (5) The molecule is COc1ccc(C2CCN(CCC3CCOc4ccccc43)CC2)cc1OC. The result is 1 (blocker). (6) The compound is O=C(NC1CCN(Cc2ccc3c(c2)OCO3)CC1)C1=CC(=O)c2cc(F)c(Cl)cc2C1. The result is 0 (non-blocker).